Task: Predict the product of the given reaction.. Dataset: Forward reaction prediction with 1.9M reactions from USPTO patents (1976-2016) (1) Given the reactants [NH2:1][CH:2]1[CH2:7][CH2:6][N:5]([CH2:8][CH2:9][N:10]2[C:19]3[C:14](=[CH:15][CH:16]=[C:17]([O:20][CH3:21])[CH:18]=3)[N:13]=[CH:12][C:11]2=[O:22])[CH2:4][CH2:3]1.[Br:23][C:24]1[C:25]([CH:34]=O)=[CH:26][C:27]2[O:32][CH2:31][CH2:30][O:29][C:28]=2[CH:33]=1.C(O[BH-](OC(=O)C)OC(=O)C)(=O)C.[Na+].C(=O)([O-])O.[Na+], predict the reaction product. The product is: [Br:23][C:24]1[C:25]([CH2:34][NH:1][CH:2]2[CH2:3][CH2:4][N:5]([CH2:8][CH2:9][N:10]3[C:19]4[C:14](=[CH:15][CH:16]=[C:17]([O:20][CH3:21])[CH:18]=4)[N:13]=[CH:12][C:11]3=[O:22])[CH2:6][CH2:7]2)=[CH:26][C:27]2[O:32][CH2:31][CH2:30][O:29][C:28]=2[CH:33]=1. (2) Given the reactants [Cl:1][C:2]1[CH:3]=[CH:4][C:5]([O:29][CH:30]([F:32])[F:31])=[C:6]([C:8]2[C:12]([NH:13][C:14]([C:16]3[CH:17]=[N:18][N:19]4[CH:24]=[CH:23][CH:22]=[N:21][C:20]=34)=[O:15])=[CH:11][N:10]([CH2:25][C:26](O)=[O:27])[N:9]=2)[CH:7]=1.Cl.[N:34]1([CH:40]2[CH2:44][O:43][C:42](=[O:45])[CH2:41]2)[CH2:39][CH2:38][NH:37][CH2:36][CH2:35]1.CN(C(ON1N=NC2C=CC=NC1=2)=[N+](C)C)C.F[P-](F)(F)(F)(F)F.CCN(C(C)C)C(C)C, predict the reaction product. The product is: [Cl:1][C:2]1[CH:3]=[CH:4][C:5]([O:29][CH:30]([F:32])[F:31])=[C:6]([C:8]2[C:12]([NH:13][C:14]([C:16]3[CH:17]=[N:18][N:19]4[CH:24]=[CH:23][CH:22]=[N:21][C:20]=34)=[O:15])=[CH:11][N:10]([CH2:25][C:26](=[O:27])[N:37]3[CH2:36][CH2:35][N:34]([CH:40]4[CH2:41][C:42](=[O:45])[O:43][CH2:44]4)[CH2:39][CH2:38]3)[N:9]=2)[CH:7]=1. (3) Given the reactants [CH3:1][N:2]([CH3:45])[C:3]([CH:5]1[CH2:10][CH2:9][N:8]([C:11]2[CH:12]=[C:13]([C:17]3[N:22]=[C:21]([NH:23][C:24]4[CH:29]=[CH:28][C:27]([C:30]5([NH:34][C:35](=[O:41])[O:36][C:37]([CH3:40])([CH3:39])[CH3:38])[CH2:33][CH2:32][CH2:31]5)=[CH:26][CH:25]=4)[C:20]([N+:42]([O-])=O)=[CH:19][CH:18]=3)[CH:14]=[CH:15][CH:16]=2)[CH2:7][CH2:6]1)=[O:4].[NH2:46][C:47]1[N:54]=[CH:53][CH:52]=[CH:51][C:48]=1[CH:49]=O.O.[OH-].[Na+], predict the reaction product. The product is: [NH2:46][C:47]1[C:48]([C:49]2[N:23]([C:24]3[CH:29]=[CH:28][C:27]([C:30]4([NH:34][C:35](=[O:41])[O:36][C:37]([CH3:40])([CH3:39])[CH3:38])[CH2:33][CH2:32][CH2:31]4)=[CH:26][CH:25]=3)[C:21]3=[N:22][C:17]([C:13]4[CH:14]=[CH:15][CH:16]=[C:11]([N:8]5[CH2:9][CH2:10][CH:5]([C:3](=[O:4])[N:2]([CH3:45])[CH3:1])[CH2:6][CH2:7]5)[CH:12]=4)=[CH:18][CH:19]=[C:20]3[N:42]=2)=[CH:51][CH:52]=[CH:53][N:54]=1. (4) Given the reactants [CH3:1][O:2][C:3]1[CH:8]=[CH:7][C:6]([S:9](Cl)(=[O:11])=[O:10])=[CH:5][CH:4]=1.[NH:13]1[CH2:17][CH2:16][CH2:15][CH2:14]1, predict the reaction product. The product is: [CH3:1][O:2][C:3]1[CH:8]=[CH:7][C:6]([S:9]([N:13]2[CH2:17][CH2:16][CH2:15][CH2:14]2)(=[O:11])=[O:10])=[CH:5][CH:4]=1.